From a dataset of Reaction yield outcomes from USPTO patents with 853,638 reactions. Predict the reaction yield, written as a fraction of the theoretical maximum amount of product (1.0 means a 100% yield; for example, 0.34 means a 34% yield). The reactants are [Cl:1][CH2:2][C:3](=O)[CH2:4]C(OCC)=O.[C:11]([OH:14])(=[O:13])[CH3:12].[CH2:15]([NH2:19])[CH:16]([CH3:18])[CH3:17].[C:20]1(C)C=CC=C[CH:21]=1. The catalyst is C(O)C. The product is [Cl:1][CH2:2][C:3]([NH:19][CH2:15][CH:16]([CH3:18])[CH3:17])=[CH:4][CH2:12][C:11]([O:14][CH2:20][CH3:21])=[O:13]. The yield is 0.860.